This data is from Drug-target binding data from BindingDB using IC50 measurements. The task is: Regression. Given a target protein amino acid sequence and a drug SMILES string, predict the binding affinity score between them. We predict pIC50 (pIC50 = -log10(IC50 in M); higher means more potent). Dataset: bindingdb_ic50. (1) The small molecule is Cc1ccc(C2NC(=S)N3CCCCN23)cc1. The target protein (Q06518) has sequence MACPWKFLFRVKSYQGDLKEEKDINNNVEKTPGAIPSPTTQDDPKSHKHQNGFPQFLTGTAQNVPESLDKLHVTPSTRPQHVRIKNWGNGEIFHDTLHHKATSDISCKSKLCMGSIMNSKSLTRGPRDKPTPVEELLPQAIEFINQYYGSFKEAKIEEHLARLEAVTKEIETTGTYQLTLDELIFATKMAWRNAPRCIGRIQWSNLQVFDARSCSTASEMFQHICRHILYATNSGNIRSAITVFPQRSDGKHDFRIWNSQLIRYAGYQMPDGTIRGDPATLEFTQLCIDLGWKPRYGRFDVLPLVLQAHGQDPEVFEIPPDLVLEVTMEHPKYEWFQELGLKWYALPAVANMLLEVGGLEFPACPFNGWYMGTEIGVRDFCDTQRYNILEEVGRRMGLETHTLASLWKDRAVTEINAAVLHSFQKQNVTIMDHHTASESFMKHMQNEYRARGGCPADWIWLVPPVSGSITPVFHQEMLNYVLSPFYYYQIEPWKTHIWQD.... The pIC50 is 4.3. (2) The pIC50 is 5.5. The compound is COc1ccc(NC(=O)Cc2nn(C)c(=O)c3ccccc23)cc1. The target protein sequence is MRILQRALTFEDVLMVPRKSSVLPKDVSLKSRLTKNIRLNIPFISAAMDTVTEHKTAIAMARLGGIGIVHKNMDIQTQVKEITKVKKSESGVINDPIFIHAHKTLADAKVITDNYKISGVPVVDDKGLLIGILTNRDVRFETDLSKKVGDVMTKMPLVTAHVGISLDEASDLMHKHKIEKLPIVDKDNVLKGLITIKDIQKRIEYPEANKDDFGRLRVGAAIGVGQLDRAEMLVKAGVDVLVLDSAHGHSANILHTLEEIKKSLVVDVIVGNVVTKEATSDLISAGADAVKVGIGPGSICTTRIVAGVGMPQVSAIDNCVEVASKFDIPVIADGGIRYSGDVAKALALGASSVMIGSLLAGTEESPGDFMIYQGRQYKSYRGMGSIGAMTKGSSDRYFQEGVASEKLVPEGIEGRVPYRGKVSDMIFQLVGGVRSSMGYQGAKNILELYQNAEFVEITSAGLKESHVHGVDITKEAPNYYG. (3) The drug is COC1Oc2ccccc2C(=O)/C1=C\Nc1ccccc1S(N)(=O)=O. The target protein (P21588) has sequence MRPAAATAPKWLLLALSALLPLWPTAKSWELTIMHTNDVHSRLEQTSDDSTKCLNASLCVGGVARLFTKVQQIRKEEPNVLLLDAGDQYQGTIWFTVYKGLEVAHFMNLLGYDAMALGNHEFDNGVEGLIDPLLRNVKFPILSANIKARGPLAPQISGLYLPYKVLSVGGEVVGIVGYTSKETPFLSNPGTNLVFEDEVTALQPEVDKLKTLNVNKIIALGHSGFEMDKLIAQKVRGVDVVVGGHTNTFLYTGNPPSKEVPAGKYPFIVTSDDGRKVPVVQAYAFGKYLGYLKVEFDDKGNVVTSYGNPILLNSTIREDAAIKADINQWRIKLDNYSTQELGRTIVYLNGSAQECRFRECNMGNLICDAMINNNLRHPDEMFWNHVSMCIVNGGGIRSPIDERNNGTITWENLAAVLPFGGTFDLVQLKGSTLKKAFEHSVHRYGQSTGEFLQVGGIHVVYDISRKPWDRVVQLKVLCTKCRVPIYEPLEMDKVYKVVLP.... The pIC50 is 5.6. (4) The pIC50 is 5.0. The target protein (Q9H2J7) has sequence MPKNSKVVKRELDDDVTESVKDLLSNEDAADDAFKTSELIVDGQEEKDTDVEEGSEVEDERPAWNSKLQYILAQVGFSVGLGNVWRFPYLCQKNGGGAYLLPYLILLMVIGIPLFFLELSVGQRIRRGSIGVWNYISPKLGGIGFASCVVCYFVALYYNVIIGWSLFYFSQSFQQPLPWDQCPLVKNASHTFVEPECEQSSATTYYWYREALNISSSISESGGLNWKMTICLLAAWVMVCLAMIKGIQSSGKIIYFSSLFPYVVLICFLIRAFLLNGSIDGIRHMFTPKLEIMLEPKVWREAATQVFFALGLGFGGVIAFSSYNKRDNNCHFDAVLVSFINFFTSVLATLVVFAVLGFKANVINEKCITQNSETIMKFLKMGNISQDIIPHHINLSTVTAEDYHLVYDIIQKVKEEEFPALHLNSCKIEEELNKAVQGTGLAFIAFTEAMTHFPASPFWSVMFFLMLVNLGLGSMFGTIEGIVTPIVDTFKVRKEILTVI.... The small molecule is CC(C)CC(=O)N1CCC(=C2c3ccc(Cl)cc3CCc3cccnc32)CC1. (5) The compound is CC(=O)Nc1ccc(SC2=C(C(C)C)C(=O)C(=O)c3ccccc32)cc1. The target protein (P30305) has sequence MEVPQPEPAPGSALSPAGVCGGAQRPGHLPGLLLGSHGLLGSPVRAAASSPVTTLTQTMHDLAGLGSETPKSQVGTLLFRSRSRLTHLSLSRRASESSLSSESSESSDAGLCMDSPSPMDPHMAEQTFEQAIQAASRIIRNEQFAIRRFQSMPVRLLGHSPVLRNITNSQAPDGRRKSEAGSGAASSSGEDKENDGFVFKMPWKPTHPSSTHALAEWASRREAFAQRPSSAPDLMCLSPDRKMEVEELSPLALGRFSLTPAEGDTEEDDGFVDILESDLKDDDAVPPGMESLISAPLVKTLEKEEEKDLVMYSKCQRLFRSPSMPCSVIRPILKRLERPQDRDTPVQNKRRRSVTPPEEQQEAEEPKARVLRSKSLCHDEIENLLDSDHRELIGDYSKAFLLQTVDGKHQDLKYISPETMVALLTGKFSNIVDKFVIVDCRYPYEYEGGHIKTAVNLPLERDAESFLLKSPIAPCSLDKRVILIFHCEFSSERGPRMCRF.... The pIC50 is 4.9. (6) The compound is Nc1ncnc2c1ncn2[C@@H]1C[C@H](O)[C@@H](O)[C@H]1O. The target protein (P50250) has sequence MVENKSKVKDISLAPFGKMQMEISENEMPGLMRIREEYGKDQPLKNAKITGCLHMTVECALLIETLQKLGAQIRWCSCNIYSTADYAAAAVSTLENVTVFAWKNETLEEYWWCVESALTWGDGDDNGPDMIVDDGGDATLLVHKGVEYEKLYEEKNILPDPEKAKNEEERCFLTLLKNSILKNPKKWTNIAKKIIGVSEETTTGVLRLKKMDKQNELLFTAINVNDAVTKQKYDNVYGCRHSLPDGLMRATDFLISGKIVVICGYGDVGKGCASSMKGLGARVYITEIDPICAIQAVMEGFNVVTLDEIVDKGDFFITCTGNVDVIKLEHLLKMKNNAVVGNIGHFDDEIQVNELFNYKGIHIENVKPQVDRITLPNGNKIIVLARGRLLNLGCATGHPAFVMSFSFCNQTFAQLDLWQNKDTNKYENKVYLLPKHLDEKVALYHLKKLNASLTELDDNQCQFLGVNKSGPFKSNEYRY. The pIC50 is 5.5. (7) The small molecule is C=C1C(=O)O[C@@H]2/C=C(/CO)C[C@H](O)/C=C(/C(=O)OC)[C@@H](OC(C)=O)[C@@H](OC(=O)C(C)C)[C@@H]12. The target protein (P01103) has sequence MARRPRHSIYSSDDDEEDVEMYDHDYDGLLPKAGKRHLGKTRWTREEDEKLKKLVEQNGTEDWKVIASFLPNRTDVQCQHRWQKVLNPELIKGPWTKEEDQRVIELVQKYGPKRWSVIAKHLKGRIGKQCRERWHNHLNPEVKKTSWTEEEDRIIYQAHKRLGNRWAEIAKLLPGRTDNAIKNHWNSTMRRKVEQEGYLQESSKAGLPSATTGFQKSSHLMAFAHNPPAGPLPGAGQAPLGSDYPYYHIAEPQNVPGQIPYPVALHVNIVNVPQPAAAAIQRHYNDEDPEKEKRIKELELLLMSTENELKGQQALPTQNHTANYPGWHSTTVADNTRTSGDNAPVSCLGEHHHCTPSPPVDHGCLPEESASPARCMIVHQSNILDNVKNLLEFAETLQLIDSFLNTSSNHENLNLDNPALTSTPVCGHKMSVTTPFHRDQPFKTQKENHVFRTPAIKRSILESSPRTPTPFKNALAAQEIKYGPLKMLPQTPTHLVEDLQ.... The pIC50 is 5.3.